Predict the reactants needed to synthesize the given product. From a dataset of Full USPTO retrosynthesis dataset with 1.9M reactions from patents (1976-2016). Given the product [Br:1][C:2]1[CH:3]=[CH:4][C:5]2[N:6]([C:8]([C:17]3[CH:12]=[N:13][C:14]([O:22][CH3:21])=[C:15]([O:26][CH3:25])[CH:16]=3)=[CH:9][N:10]=2)[CH:7]=1, predict the reactants needed to synthesize it. The reactants are: [Br:1][C:2]1[CH:3]=[CH:4][C:5]2[N:6]([CH:8]=[CH:9][N:10]=2)[CH:7]=1.N[C:12]1[CH:17]=[CH:16][C:15](Br)=[CH:14][N:13]=1.ClC[CH:21]=[O:22].O.C[CH2:25][OH:26].